This data is from Catalyst prediction with 721,799 reactions and 888 catalyst types from USPTO. The task is: Predict which catalyst facilitates the given reaction. (1) Reactant: [CH3:1][O:2][C:3](=[O:17])[C@@H:4]([NH2:16])[C:5]([NH:8][C:9]([O:11][C:12]([CH3:15])([CH3:14])[CH3:13])=[O:10])([CH3:7])[CH3:6].CN(C(ON1N=NC2C=CC=NC1=2)=[N+](C)C)C.F[P-](F)(F)(F)(F)F.[OH:42][C@@H:43]([CH2:57][OH:58])[C:44]#[C:45][C:46]#[C:47][C:48]1[CH:56]=[CH:55][C:51]([C:52](O)=[O:53])=[CH:50][CH:49]=1.CCN(C(C)C)C(C)C. Product: [C:12]([O:11][C:9]([NH:8][C:5]([CH3:7])([CH3:6])[C@H:4]([NH:16][C:52](=[O:53])[C:51]1[CH:50]=[CH:49][C:48]([C:47]#[C:46][C:45]#[C:44][C@@H:43]([OH:42])[CH2:57][OH:58])=[CH:56][CH:55]=1)[C:3]([O:2][CH3:1])=[O:17])=[O:10])([CH3:15])([CH3:14])[CH3:13]. The catalyst class is: 18. (2) Reactant: [CH3:1][O:2][C:3]1[C:8]([O:9][CH3:10])=[CH:7][CH:6]=[C:5]([N+:11]([O-])=O)[N:4]=1. Product: [NH2:11][C:5]1[CH:6]=[CH:7][C:8]([O:9][CH3:10])=[C:3]([O:2][CH3:1])[N:4]=1. The catalyst class is: 687. (3) Reactant: [F:1][C:2]1[CH:3]=[N:4][CH:5]=[CH:6][C:7]=1[C:8]1[C:9](=[O:19])[NH:10][C:11](=[O:18])[N:12]([CH2:14][CH2:15][CH:16]=O)[CH:13]=1.[F:20][C:21]([F:35])([F:34])[C:22]1[CH:27]=[CH:26][C:25]([C@:28]23[CH2:33][C@H:32]2[CH2:31][NH:30][CH2:29]3)=[CH:24][CH:23]=1.[BH-](OC(C)=O)(OC(C)=O)OC(C)=O.[Na+].[OH-].[Na+].C(Cl)[Cl:53].CO. Product: [ClH:53].[ClH:53].[F:1][C:2]1[CH:3]=[N:4][CH:5]=[CH:6][C:7]=1[C:8]1[C:9](=[O:19])[NH:10][C:11](=[O:18])[N:12]([CH2:14][CH2:15][CH2:16][N:30]2[CH2:31][C@H:32]3[C@:28]([C:25]4[CH:24]=[CH:23][C:22]([C:21]([F:20])([F:35])[F:34])=[CH:27][CH:26]=4)([CH2:33]3)[CH2:29]2)[CH:13]=1. The catalyst class is: 52. (4) Reactant: [CH3:1][N:2]([CH2:4][CH2:5][NH:6][C:7](=[O:19])[C:8]1[CH:13]=[CH:12][C:11]([N+:14]([O-])=O)=[CH:10][C:9]=1[O:17][CH3:18])[CH3:3]. Product: [NH2:14][C:11]1[CH:12]=[CH:13][C:8]([C:7]([NH:6][CH2:5][CH2:4][N:2]([CH3:1])[CH3:3])=[O:19])=[C:9]([O:17][CH3:18])[CH:10]=1. The catalyst class is: 29. (5) Reactant: [Cl:1][C:2]1[C:7]([C:8]([OH:10])=[O:9])=[CH:6][CH:5]=[C:4](Cl)[N:3]=1.C[C:13](C)([O-:15])C.[K+]. Product: [Cl:1][C:2]1[C:7]([C:8]([OH:10])=[O:9])=[CH:6][CH:5]=[C:4]([O:15][CH3:13])[N:3]=1. The catalyst class is: 5. (6) Reactant: [CH3:1][N:2]1[CH2:7][CH2:6][CH:5]([OH:8])[CH2:4][CH2:3]1.CCN(CC)CC.[CH3:16][S:17](Cl)(=[O:19])=[O:18]. Product: [CH3:16][S:17]([O:8][CH:5]1[CH2:6][CH2:7][N:2]([CH3:1])[CH2:3][CH2:4]1)(=[O:19])=[O:18]. The catalyst class is: 2. (7) Reactant: [OH:1][NH:2][C:3](=[NH:5])[CH3:4].[H-].[Na+].C(O[C:11](=O)[CH2:12][S:13][C:14]1[CH:19]=[CH:18][CH:17]=[CH:16][CH:15]=1)C. Product: [CH3:4][C:3]1[N:5]=[C:11]([CH2:12][S:13][C:14]2[CH:19]=[CH:18][CH:17]=[CH:16][CH:15]=2)[O:1][N:2]=1. The catalyst class is: 598. (8) Reactant: Cl.[NH2:2][CH2:3][C:4]1[CH:13]=[CH:12][CH:11]=[C:10]2[C:5]=1[C:6](=[O:23])[N:7]([CH:15]1[CH2:20][CH2:19][C:18](=[O:21])[NH:17][C:16]1=[O:22])[C:8]([CH3:14])=[N:9]2.Cl.[N:25]1[CH:30]=[CH:29][CH:28]=[CH:27][C:26]=1[C:31](Cl)=[O:32].C(N(CC)C(C)C)(C)C. Product: [O:22]=[C:16]1[CH:15]([N:7]2[C:6](=[O:23])[C:5]3[C:10](=[CH:11][CH:12]=[CH:13][C:4]=3[CH2:3][NH:2][C:31]([C:26]3[CH:27]=[CH:28][CH:29]=[CH:30][N:25]=3)=[O:32])[N:9]=[C:8]2[CH3:14])[CH2:20][CH2:19][C:18](=[O:21])[NH:17]1. The catalyst class is: 10.